From a dataset of Forward reaction prediction with 1.9M reactions from USPTO patents (1976-2016). Predict the product of the given reaction. The product is: [S:7]([O:12][CH2:13][C@@H:14]1[O:19][CH2:18][CH2:17][N:16]([C:20]([O:22][C:23]([CH3:26])([CH3:25])[CH3:24])=[O:21])[CH2:15]1)([C:2]1[CH:1]=[CH:6][C:5]([CH3:27])=[CH:4][CH:3]=1)(=[O:8])=[O:9]. Given the reactants [C:1]1(C)[C:2]([S:7](Cl)(=[O:9])=[O:8])=[CH:3][CH:4]=[CH:5][CH:6]=1.[OH:12][CH2:13][C@@H:14]1[O:19][CH2:18][CH2:17][N:16]([C:20]([O:22][C:23]([CH3:26])([CH3:25])[CH3:24])=[O:21])[CH2:15]1.[CH2:27](N(CC)CC)C, predict the reaction product.